From a dataset of Reaction yield outcomes from USPTO patents with 853,638 reactions. Predict the reaction yield, written as a fraction of the theoretical maximum amount of product (1.0 means a 100% yield; for example, 0.34 means a 34% yield). (1) The reactants are [CH3:1][O:2][C:3]1[CH:8]=[CH:7][C:6]([C:9]2[S:13][C:12]([C:14]([NH:16][C@H:17]([C:22]([O:24]C)=[O:23])[C@H:18]([CH2:20][CH3:21])[CH3:19])=[O:15])=[C:11]([NH:26][C:27]([NH:29][C:30]3[C:35]([CH3:36])=[CH:34][C:33]([CH3:37])=[CH:32][C:31]=3[CH3:38])=[O:28])[CH:10]=2)=[CH:5][CH:4]=1.[OH-].[Li+]. The catalyst is C1COCC1. The product is [CH3:1][O:2][C:3]1[CH:8]=[CH:7][C:6]([C:9]2[S:13][C:12]([C:14]([NH:16][C@H:17]([C:22]([OH:24])=[O:23])[C@H:18]([CH2:20][CH3:21])[CH3:19])=[O:15])=[C:11]([NH:26][C:27]([NH:29][C:30]3[C:31]([CH3:38])=[CH:32][C:33]([CH3:37])=[CH:34][C:35]=3[CH3:36])=[O:28])[CH:10]=2)=[CH:5][CH:4]=1. The yield is 0.780. (2) The reactants are [C:1]([O:5][C:6]([N:8]1[CH2:12][CH2:11][CH2:10][CH:9]1[CH2:13][C:14]1[CH:19]=[CH:18][C:17](Br)=[CH:16][CH:15]=1)=[O:7])([CH3:4])([CH3:3])[CH3:2].[Cl:21][C:22]1[CH:30]=[CH:29][C:25]([C:26]([NH2:28])=[O:27])=[CH:24][CH:23]=1.C(=O)([O-])[O-].[Cs+].[Cs+].CNCCNC. The catalyst is O1CCOCC1.[Cu]I. The product is [C:1]([O:5][C:6]([N:8]1[CH2:12][CH2:11][CH2:10][CH:9]1[CH2:13][C:14]1[CH:19]=[CH:18][C:17]([NH:28][C:26](=[O:27])[C:25]2[CH:29]=[CH:30][C:22]([Cl:21])=[CH:23][CH:24]=2)=[CH:16][CH:15]=1)=[O:7])([CH3:4])([CH3:3])[CH3:2]. The yield is 0.0400. (3) The reactants are C[O:2][C:3]1[CH:12]=[CH:11][C:6]2[N:7]=[C:8]([CH3:10])[S:9][C:5]=2[CH:4]=1.B(Br)(Br)Br. The catalyst is ClCCl. The product is [CH3:10][C:8]1[S:9][C:5]2[CH:4]=[C:3]([OH:2])[CH:12]=[CH:11][C:6]=2[N:7]=1. The yield is 0.440. (4) The reactants are [NH2:1][C:2]1[CH:33]=[CH:32][C:5]([C:6]([O:8][CH2:9][CH2:10][O:11][C:12](=[O:31])[CH2:13][C@H:14]([N:18]2[C:30]3[CH:29]=[CH:28][CH:27]=[CH:26][C:25]=3[C:24]3[C:19]2=[CH:20][CH:21]=[CH:22][CH:23]=3)[C:15]([OH:17])=[O:16])=[O:7])=[CH:4][CH:3]=1.Cl.N([O-])=O.[Na+].[N-:39]=[N+:40]=[N-].[Na+]. The catalyst is CC(C)=O.O. The product is [N:1]([C:2]1[CH:3]=[CH:4][C:5]([C:6]([O:8][CH2:9][CH2:10][O:11][C:12](=[O:31])[CH2:13][C@H:14]([N:18]2[C:19]3[CH:20]=[CH:21][CH:22]=[CH:23][C:24]=3[C:25]3[C:30]2=[CH:29][CH:28]=[CH:27][CH:26]=3)[C:15]([OH:17])=[O:16])=[O:7])=[CH:32][CH:33]=1)=[N+:39]=[N-:40]. The yield is 0.960. (5) The reactants are [F:1][C:2]1[CH:7]=[CH:6][CH:5]=[C:4]([F:8])[C:3]=1[N:9]1[C:14]2[N:15]=[C:16](S(C)=O)[N:17]=[C:18]([C:19]3[CH:20]=[C:21]([CH:28]=[CH:29][C:30]=3[CH3:31])[C:22]([NH:24][CH:25]([CH3:27])[CH3:26])=[O:23])[C:13]=2[CH2:12][NH:11][C:10]1=[O:35].[CH3:36][C:37]([NH:40][CH2:41][CH2:42][CH2:43][NH2:44])([CH3:39])[CH3:38]. The catalyst is C1COCC1. The product is [F:1][C:2]1[CH:7]=[CH:6][CH:5]=[C:4]([F:8])[C:3]=1[N:9]1[C:14]2[N:15]=[C:16]([NH:44][CH2:43][CH2:42][CH2:41][NH:40][C:37]([CH3:39])([CH3:38])[CH3:36])[N:17]=[C:18]([C:19]3[CH:20]=[C:21]([CH:28]=[CH:29][C:30]=3[CH3:31])[C:22]([NH:24][CH:25]([CH3:27])[CH3:26])=[O:23])[C:13]=2[CH2:12][NH:11][C:10]1=[O:35]. The yield is 0.750. (6) The product is [N:24]([CH2:10][C:2]([CH3:1])=[CH:3][C:4]1[CH:9]=[CH:8][CH:7]=[CH:6][CH:5]=1)=[N+:25]=[N-:26]. The yield is 0.890. The reactants are [CH3:1]/[C:2](/[CH2:10]O)=[CH:3]\[C:4]1[CH:9]=[CH:8][CH:7]=[CH:6][CH:5]=1.C(N(CC)CC)C.CS(Cl)(=O)=O.[N-:24]=[N+:25]=[N-:26].[Na+]. The catalyst is C(Cl)Cl.